Dataset: Full USPTO retrosynthesis dataset with 1.9M reactions from patents (1976-2016). Task: Predict the reactants needed to synthesize the given product. (1) Given the product [CH2:1]([N:3]1[CH2:8][N:7]([CH3:9])[CH2:6][N:5]([C:10]2[S:11][C:12]3[C:18]([O:19][CH3:39])=[CH:17][C:16]([C:20]4[CH:25]=[N:24][C:23]([N:26]5[CH2:27][CH2:28][C:29]([CH3:37])([C:32]([O:34][CH2:35][CH3:36])=[O:33])[CH2:30][CH2:31]5)=[N:22][CH:21]=4)=[CH:15][C:13]=3[N:14]=2)[C:4]1=[O:38])[CH3:2], predict the reactants needed to synthesize it. The reactants are: [CH2:1]([N:3]1[CH2:8][N:7]([CH3:9])[CH2:6][N:5]([C:10]2[S:11][C:12]3[C:18]([OH:19])=[CH:17][C:16]([C:20]4[CH:21]=[N:22][C:23]([N:26]5[CH2:31][CH2:30][C:29]([CH3:37])([C:32]([O:34][CH2:35][CH3:36])=[O:33])[CH2:28][CH2:27]5)=[N:24][CH:25]=4)=[CH:15][C:13]=3[N:14]=2)[C:4]1=[O:38])[CH3:2].[C:39](=O)([O-])[O-].[Cs+].[Cs+].CN(C)C=O.CI. (2) Given the product [ClH:24].[ClH:24].[F:1][CH:2]([F:23])[O:3][C:4]1[CH:19]=[CH:18][C:17]([NH2:20])=[CH:16][C:5]=1[CH2:6][NH:7][CH3:8], predict the reactants needed to synthesize it. The reactants are: [F:1][CH:2]([F:23])[O:3][C:4]1[CH:19]=[CH:18][C:17]([N+:20]([O-])=O)=[CH:16][C:5]=1[CH2:6][N:7](C)[C:8](=O)OC(C)(C)C.[ClH:24]. (3) Given the product [C:47]([C:42]1[C:43](=[O:46])[N:44]([CH2:56][C:55]2[CH:58]=[CH:59][C:52]([Cl:51])=[CH:53][CH:54]=2)[N:45]=[C:40]([C:38]2[CH:37]=[CH:36][C:35]3[O:31][CH2:32][CH2:33][C:34]=3[CH:39]=2)[CH:41]=1)([OH:49])=[O:48], predict the reactants needed to synthesize it. The reactants are: FC1C=CC(CN2C(=O)C(COS(C)(=O)=O)=CC(C3C=CC4OCCC=4C=3)=N2)=CC=1.[O:31]1[C:35]2[CH:36]=[CH:37][C:38]([C:40]3[CH:41]=[C:42]([C:47]([O:49]C)=[O:48])[C:43](=[O:46])[NH:44][N:45]=3)=[CH:39][C:34]=2[CH2:33][CH2:32]1.[Cl:51][C:52]1[CH:59]=[CH:58][C:55]([CH2:56]Cl)=[CH:54][CH:53]=1. (4) Given the product [F:41][C:42]1[CH:48]=[CH:47][CH:46]=[C:45]([F:49])[C:43]=1[NH:44][C:34](=[O:36])[C:33]1[CH:38]=[CH:39][CH:40]=[C:31]([C:23]2[N:24]=[C:25]3[CH:30]=[CH:29][CH:28]=[CH:27][N:26]3[C:22]=2[C:20]2[CH:19]=[CH:18][N:17]=[C:16]([NH:15][C:4]3[CH:5]=[CH:6][C:7]([N:9]4[CH2:14][CH2:13][O:12][CH2:11][CH2:10]4)=[CH:8][C:3]=3[O:2][CH3:1])[N:21]=2)[CH:32]=1, predict the reactants needed to synthesize it. The reactants are: [CH3:1][O:2][C:3]1[CH:8]=[C:7]([N:9]2[CH2:14][CH2:13][O:12][CH2:11][CH2:10]2)[CH:6]=[CH:5][C:4]=1[NH:15][C:16]1[N:21]=[C:20]([C:22]2[N:26]3[CH:27]=[CH:28][CH:29]=[CH:30][C:25]3=[N:24][C:23]=2[C:31]2[CH:32]=[C:33]([CH:38]=[CH:39][CH:40]=2)[C:34]([O:36]C)=O)[CH:19]=[CH:18][N:17]=1.[F:41][C:42]1[CH:48]=[CH:47][CH:46]=[C:45]([F:49])[C:43]=1[NH2:44].C[Si]([N-][Si](C)(C)C)(C)C.[Na+]. (5) Given the product [Cl:1][C:2]1[C:3]2[C:10]3[CH2:11][CH2:12][CH:13]([C:15]([NH:21][CH:18]([CH3:20])[CH3:19])=[O:17])[CH2:14][C:9]=3[S:8][C:4]=2[N:5]=[CH:6][N:7]=1, predict the reactants needed to synthesize it. The reactants are: [Cl:1][C:2]1[C:3]2[C:10]3[CH2:11][CH2:12][CH:13]([C:15]([OH:17])=O)[CH2:14][C:9]=3[S:8][C:4]=2[N:5]=[CH:6][N:7]=1.[CH:18]([NH:21]C(C)C)([CH3:20])[CH3:19].C(N)(C)C.C(P1(=O)OP(CCC)(=O)OP(CCC)(=O)O1)CC.C(P(OP(CCC)=O)=O)CC.[Cl-].[Na+]. (6) Given the product [Br:1][C:2]1[CH:10]=[CH:9][C:8]([C:11]([NH:13][CH2:14][C:15]([CH3:16])([CH3:17])[CH3:18])=[O:12])=[CH:7][C:3]=1[NH:38][C:41](=[O:26])[O:50][CH2:43][C:44]1[CH:49]=[CH:48][CH:47]=[CH:46][CH:45]=1, predict the reactants needed to synthesize it. The reactants are: [Br:1][C:2]1[CH:10]=[CH:9][C:8]([C:11]([NH:13][CH2:14][C:15]([CH3:18])([CH3:17])[CH3:16])=[O:12])=[CH:7][C:3]=1C(O)=O.C1C=CC(P(N=[N+]=[N-])(C2C=CC=CC=2)=[O:26])=CC=1.CC[N:38]([CH2:41]C)CC.[CH2:43]([OH:50])[C:44]1[CH:49]=[CH:48][CH:47]=[CH:46][CH:45]=1. (7) Given the product [C:13]1([C:23]2[CH:28]=[CH:27][CH:26]=[CH:25][CH:24]=2)[CH:18]=[CH:17][C:16]([S:19]([NH:1][C:2]2[S:3][C:4]([CH3:12])=[C:5]([CH2:7][C:8]([O:10][CH3:11])=[O:9])[N:6]=2)(=[O:21])=[O:20])=[CH:15][CH:14]=1, predict the reactants needed to synthesize it. The reactants are: [NH2:1][C:2]1[S:3][C:4]([CH3:12])=[C:5]([CH2:7][C:8]([O:10][CH3:11])=[O:9])[N:6]=1.[C:13]1([C:23]2[CH:28]=[CH:27][CH:26]=[CH:25][CH:24]=2)[CH:18]=[CH:17][C:16]([S:19](Cl)(=[O:21])=[O:20])=[CH:15][CH:14]=1.